Task: Predict which catalyst facilitates the given reaction.. Dataset: Catalyst prediction with 721,799 reactions and 888 catalyst types from USPTO (1) Reactant: Cl[C:2]1[NH:11][C:10](=[O:12])[C:9]2[C:4](=[CH:5][CH:6]=[CH:7][CH:8]=2)[N:3]=1.[NH2:13][NH2:14].C(O)(=O)C. Product: [NH:13]([C:2]1[NH:11][C:10](=[O:12])[C:9]2[C:4](=[CH:5][CH:6]=[CH:7][CH:8]=2)[N:3]=1)[NH2:14]. The catalyst class is: 6. (2) Reactant: [C:1]([O:5][C:6]([N:8]1[CH2:13][CH2:12][CH:11]([C:14]2[C:19]([CH:20]3[CH2:23][NH:22][CH2:21]3)=[N:18][CH:17]=[CH:16][N:15]=2)[CH2:10][CH2:9]1)=[O:7])([CH3:4])([CH3:3])[CH3:2].Cl[C:25]1[CH:34]=[CH:33][C:32]2[C:27](=[CH:28][CH:29]=[CH:30][CH:31]=2)[N:26]=1.C([O-])([O-])=O.[Cs+].[Cs+]. Product: [C:1]([O:5][C:6]([N:8]1[CH2:13][CH2:12][CH:11]([C:14]2[C:19]([CH:20]3[CH2:21][N:22]([C:25]4[CH:34]=[CH:33][C:32]5[C:27](=[CH:28][CH:29]=[CH:30][CH:31]=5)[N:26]=4)[CH2:23]3)=[N:18][CH:17]=[CH:16][N:15]=2)[CH2:10][CH2:9]1)=[O:7])([CH3:4])([CH3:2])[CH3:3]. The catalyst class is: 18. (3) Reactant: [Cl:1][C:2]1[C:27]([C:28]([F:31])([F:30])[F:29])=[CH:26][CH:25]=[CH:24][C:3]=1[CH2:4][N:5]([CH2:10][CH:11]([C:18]1[CH:23]=[CH:22][CH:21]=[CH:20][CH:19]=1)[C:12]1[CH:17]=[CH:16][CH:15]=[CH:14][CH:13]=1)[CH2:6][CH2:7][CH2:8][OH:9].[CH3:32][O:33][C:34](=[O:42])[C:35]1[CH:40]=[CH:39][CH:38]=[C:37](O)[CH:36]=1.C1(P(C2C=CC=CC=2)C2C=CC=CC=2)C=CC=CC=1.CC(OC(/N=N/C(OC(C)C)=O)=O)C. Product: [ClH:1].[CH3:32][O:33][C:34](=[O:42])[C:35]1[CH:40]=[CH:39][CH:38]=[C:37]([O:9][CH2:8][CH2:7][CH2:6][N:5]([CH2:4][C:3]2[CH:24]=[CH:25][CH:26]=[C:27]([C:28]([F:29])([F:30])[F:31])[C:2]=2[Cl:1])[CH2:10][CH:11]([C:12]2[CH:17]=[CH:16][CH:15]=[CH:14][CH:13]=2)[C:18]2[CH:19]=[CH:20][CH:21]=[CH:22][CH:23]=2)[CH:36]=1. The catalyst class is: 11. (4) Product: [CH2:19]([C:21]([C:30]1[CH:35]=[CH:34][C:33]([CH2:36][CH2:4][C:3](=[O:5])[C:2]([CH3:7])([CH3:6])[CH3:1])=[C:32]([CH3:37])[CH:31]=1)([C:24]1[S:25][CH:26]=[C:27]([CH3:29])[CH:28]=1)[CH2:22][CH3:23])[CH3:20]. The catalyst class is: 49. Reactant: [CH3:1][C:2]([CH3:7])([CH3:6])[C:3](=[O:5])[CH3:4].[Li+].C[Si]([N-][Si](C)(C)C)(C)C.[Br-].[CH2:19]([C:21]([C:30]1[CH:35]=[CH:34][C:33]([CH3:36])=[C:32]([CH3:37])[CH:31]=1)([C:24]1[S:25][CH:26]=[C:27]([CH3:29])[CH:28]=1)[CH2:22][CH3:23])[CH3:20].C1COCC1. (5) Reactant: C(OC([N:8]1[C:16]2[CH2:15][CH2:14][N:13]([C:17](=S)[CH2:18][C:19]([CH:21]3[CH2:23][CH2:22]3)=O)[CH2:12][C:11]=2[CH:10]=[C:9]1[C:25]1[C:30]([F:31])=[CH:29][CH:28]=[CH:27][C:26]=1[F:32])=O)(C)(C)C.C(O)(=O)C(O)=O.[CH2:39]([NH:41][NH2:42])[CH3:40].CCN(CC)CC. Product: [CH:21]1([C:19]2[CH:18]=[C:17]([N:13]3[CH2:14][CH2:15][C:16]4[NH:8][C:9]([C:25]5[C:26]([F:32])=[CH:27][CH:28]=[CH:29][C:30]=5[F:31])=[CH:10][C:11]=4[CH2:12]3)[N:41]([CH2:39][CH3:40])[N:42]=2)[CH2:23][CH2:22]1. The catalyst class is: 14. (6) Reactant: [CH3:1][C:2]1[N:40]=[C:5]2[N:6]([CH2:33][C:34](=O)[C:35]([F:38])([F:37])[F:36])[C:7](=[O:32])[C:8]([CH2:13][C:14]3[CH:19]=[CH:18][C:17]([C:20]4[CH:25]=[CH:24][CH:23]=[CH:22][C:21]=4[C:26]4[NH:30][C:29](=[O:31])[O:28][N:27]=4)=[CH:16][CH:15]=3)=[C:9]([CH2:10][CH2:11][CH3:12])[N:4]2[N:3]=1.Cl.[NH2:42][O:43][CH2:44][CH3:45].N1C=CC=CC=1.Cl. Product: [CH2:44]([O:43]/[N:42]=[C:34](/[C:35]([F:37])([F:36])[F:38])\[CH2:33][N:6]1[C:7](=[O:32])[C:8]([CH2:13][C:14]2[CH:15]=[CH:16][C:17]([C:20]3[CH:25]=[CH:24][CH:23]=[CH:22][C:21]=3[C:26]3[NH:30][C:29](=[O:31])[O:28][N:27]=3)=[CH:18][CH:19]=2)=[C:9]([CH2:10][CH2:11][CH3:12])[N:4]2[N:3]=[C:2]([CH3:1])[N:40]=[C:5]12)[CH3:45]. The catalyst class is: 69. (7) Reactant: [Br:1][CH2:2][C:3]1([CH2:11][OH:12])[CH2:8][O:7][C:6]([CH3:10])([CH3:9])[O:5][CH2:4]1.N1C=CN=C1.[Cl-].[C:19]([SiH:23]([C:30]1[CH:35]=[CH:34][CH:33]=[CH:32][CH:31]=1)[C:24]1[CH:29]=[CH:28][CH:27]=[CH:26][CH:25]=1)([CH3:22])([CH3:21])[CH3:20].[Cl-].[NH4+]. Product: [Br:1][CH2:2][C:3]1([CH2:11][O:12][Si:23]([C:19]([CH3:22])([CH3:21])[CH3:20])([C:30]2[CH:31]=[CH:32][CH:33]=[CH:34][CH:35]=2)[C:24]2[CH:29]=[CH:28][CH:27]=[CH:26][CH:25]=2)[CH2:4][O:5][C:6]([CH3:9])([CH3:10])[O:7][CH2:8]1. The catalyst class is: 9. (8) Reactant: [F:1][C:2]1[C:10]([O:11][C:12]2[C:21]3[C:16](=[CH:17][C:18]([O:24][CH2:25][CH2:26][N:27]4[CH2:33][C:32](=[O:34])[C:29]5([CH2:31][CH2:30]5)[CH2:28]4)=[C:19]([O:22][CH3:23])[CH:20]=3)[N:15]=[CH:14][CH:13]=2)=[CH:9][CH:8]=[C:7]2[C:3]=1[CH:4]=[C:5]([CH3:35])[NH:6]2.[H-].[Na+].S(OC)([C:41]1C=CC(C)=CC=1)(=O)=O. Product: [F:1][C:2]1[C:10]([O:11][C:12]2[C:21]3[C:16](=[CH:17][C:18]([O:24][CH2:25][CH2:26][N:27]4[CH2:33][CH:32]([O:34][CH3:41])[C:29]5([CH2:31][CH2:30]5)[CH2:28]4)=[C:19]([O:22][CH3:23])[CH:20]=3)[N:15]=[CH:14][CH:13]=2)=[CH:9][CH:8]=[C:7]2[C:3]=1[CH:4]=[C:5]([CH3:35])[NH:6]2. The catalyst class is: 3. (9) Product: [C:1]([O:5][C:6](=[O:14])[NH:7][C:8]1[C:12]([CH:23]=[O:24])=[C:11]([CH3:13])[O:10][N:9]=1)([CH3:4])([CH3:3])[CH3:2]. Reactant: [C:1]([O:5][C:6](=[O:14])[NH:7][C:8]1[CH:12]=[C:11]([CH3:13])[O:10][N:9]=1)([CH3:4])([CH3:3])[CH3:2].[Li]CCCC.CN([CH:23]=[O:24])C.CCOC(C)=O. The catalyst class is: 20.